Dataset: Reaction yield outcomes from USPTO patents with 853,638 reactions. Task: Predict the reaction yield, written as a fraction of the theoretical maximum amount of product (1.0 means a 100% yield; for example, 0.34 means a 34% yield). (1) The reactants are [C:1]([N:4]1[C@@H:10]([CH3:11])[C@H:9]([NH:12][C:13](=[O:25])[C@@H:14]([N:16]([CH3:24])[C:17](=[O:23])[O:18][C:19]([CH3:22])([CH3:21])[CH3:20])[CH3:15])[C:8](=[O:26])[NH:7][C:6]2[CH:27]=[CH:28][CH:29]=[CH:30][C:5]1=2)(=[O:3])[CH3:2].Br[CH2:32][C:33]1[C:41]2[C:36](=[CH:37][CH:38]=[CH:39][CH:40]=2)[N:35]([C:42]2[CH:49]=[CH:48][CH:47]=[CH:46][C:43]=2[C:44]#[N:45])[N:34]=1.C(=O)([O-])[O-].[Cs+].[Cs+].[I-].[Na+]. The catalyst is CN(C=O)C.CCOC(C)=O. The product is [C:1]([N:4]1[C@@H:10]([CH3:11])[C@H:9]([NH:12][C:13](=[O:25])[C@@H:14]([N:16]([CH3:24])[C:17](=[O:23])[O:18][C:19]([CH3:22])([CH3:21])[CH3:20])[CH3:15])[C:8](=[O:26])[N:7]([CH2:32][C:33]2[C:41]3[C:36](=[CH:37][CH:38]=[CH:39][CH:40]=3)[N:35]([C:42]3[CH:49]=[CH:48][CH:47]=[CH:46][C:43]=3[C:44]#[N:45])[N:34]=2)[C:6]2[CH:27]=[CH:28][CH:29]=[CH:30][C:5]1=2)(=[O:3])[CH3:2]. The yield is 0.600. (2) The reactants are [CH:1]1([NH2:7])[CH2:6][CH2:5][CH2:4][CH2:3][CH2:2]1.C([O:10][C:11]([C:13]1[C:14](=[O:24])[NH:15][C:16]2[C:21]([C:22]=1[OH:23])=[CH:20][CH:19]=[CH:18][CH:17]=2)=O)C. The catalyst is C1(C)C=CC=CC=1.O. The product is [CH:1]1([NH:7][C:11]([C:13]2[C:14](=[O:24])[NH:15][C:16]3[C:21]([C:22]=2[OH:23])=[CH:20][CH:19]=[CH:18][CH:17]=3)=[O:10])[CH2:6][CH2:5][CH2:4][CH2:3][CH2:2]1. The yield is 0.870. (3) The reactants are [CH3:1][S:2]([C:5]1[CH:6]=[C:7]([C:11]2[N:16]3[N:17]=[C:18]([NH2:20])[N:19]=[C:15]3[CH:14]=[CH:13][CH:12]=2)[CH:8]=[CH:9][CH:10]=1)(=[O:4])=[O:3].Br[C:22]1[CH:35]=[CH:34][C:25]([CH2:26][N:27]2[CH2:32][CH2:31][N:30]([CH3:33])[CH2:29][CH2:28]2)=[CH:24][CH:23]=1. No catalyst specified. The product is [CH3:1][S:2]([C:5]1[CH:6]=[C:7]([C:11]2[N:16]3[N:17]=[C:18]([NH:20][C:22]4[CH:23]=[CH:24][C:25]([CH2:26][N:27]5[CH2:32][CH2:31][N:30]([CH3:33])[CH2:29][CH2:28]5)=[CH:34][CH:35]=4)[N:19]=[C:15]3[CH:14]=[CH:13][CH:12]=2)[CH:8]=[CH:9][CH:10]=1)(=[O:3])=[O:4]. The yield is 0.440. (4) The reactants are [OH:1][C@@H:2]1[CH2:8][N:7]([C:9](=[O:11])[CH3:10])[CH2:6][CH2:5][N:4]([C:12]2[CH:17]=[CH:16][C:15]([N+:18]([O-])=O)=[C:14]([O:21][CH3:22])[CH:13]=2)[CH2:3]1. The catalyst is C(O)C.C(OCC)(=O)C.[Pt](=O)=O. The product is [NH2:18][C:15]1[CH:16]=[CH:17][C:12]([N:4]2[CH2:3][C@H:2]([OH:1])[CH2:8][N:7]([C:9](=[O:11])[CH3:10])[CH2:6][CH2:5]2)=[CH:13][C:14]=1[O:21][CH3:22]. The yield is 0.980. (5) The reactants are Cl[CH2:2][C:3]1[CH:28]=[CH:27][C:6]([O:7][CH2:8][C:9]2[N:10]=[C:11]([C:15]3[CH:20]=[CH:19][C:18]([CH2:21][C:22]([O:24][CH2:25][CH3:26])=[O:23])=[CH:17][CH:16]=3)[O:12][C:13]=2[CH3:14])=[C:5]([O:29][CH3:30])[CH:4]=1.Cl.[C:32]([C:36]1[S:37][CH:38]=[C:39](/[CH:41]=[CH:42]/[C:43]2[C:44]([OH:54])=[N:45][N:46]([C:48]3[CH:53]=[CH:52][CH:51]=[CH:50][CH:49]=3)[CH:47]=2)[N:40]=1)([CH3:35])([CH3:34])[CH3:33].C(=O)([O-])[O-].[K+].[K+].CN(C)C=O. The catalyst is O. The product is [C:32]([C:36]1[S:37][CH:38]=[C:39](/[CH:41]=[CH:42]/[C:43]2[C:44]([O:54][CH2:2][C:3]3[CH:28]=[CH:27][C:6]([O:7][CH2:8][C:9]4[N:10]=[C:11]([C:15]5[CH:20]=[CH:19][C:18]([CH2:21][C:22]([O:24][CH2:25][CH3:26])=[O:23])=[CH:17][CH:16]=5)[O:12][C:13]=4[CH3:14])=[C:5]([O:29][CH3:30])[CH:4]=3)=[N:45][N:46]([C:48]3[CH:53]=[CH:52][CH:51]=[CH:50][CH:49]=3)[CH:47]=2)[N:40]=1)([CH3:35])([CH3:33])[CH3:34]. The yield is 0.450. (6) The reactants are P([O-])([O-])([O-])=O.[K+].[K+].[K+].Br[CH:10]([CH2:16][CH3:17])[C:11](OCC)=[O:12].[CH:18]1([C:21]([C:23]2[CH:28]=[CH:27][C:26]([OH:29])=[CH:25][CH:24]=2)=[O:22])[CH2:20][CH2:19]1.[OH-].[Na+].[Cl-].[NH4+].C(N1C=CN=C1)([N:36]1C=CN=C1)=O.N. The catalyst is O.O1CCCC1.CC(C)=O. The product is [CH:18]1([C:21]([C:23]2[CH:24]=[CH:25][C:26]([O:29][CH:10]([CH2:16][CH3:17])[C:11]([NH2:36])=[O:12])=[CH:27][CH:28]=2)=[O:22])[CH2:19][CH2:20]1. The yield is 0.870.